Predict which catalyst facilitates the given reaction. From a dataset of Catalyst prediction with 721,799 reactions and 888 catalyst types from USPTO. (1) Reactant: [Na+].[CH2:2]([N:4]([CH2:9][CH3:10])[CH2:5][C:6]([O-:8])=[O:7])[CH3:3].S(=O)(=O)(O)O. Product: [CH2:2]([N:4]([CH2:9][CH3:10])[CH2:5][C:6]([OH:8])=[O:7])[CH3:3]. The catalyst class is: 6. (2) Reactant: N(C(OC(C)(C)C)=O)=NC(OC(C)(C)C)=O.[CH:17]1([OH:23])[CH2:21][CH2:20][CH:19]([OH:22])[CH2:18]1.[F:24][C:25]1[CH:26]=[CH:27][C:28]([N+:32]([O-:34])=[O:33])=[C:29](O)[CH:30]=1.C1(P(C2C=CC=CC=2)C2C=CC=CC=2)C=CC=CC=1.Cl. Product: [F:24][C:25]1[CH:30]=[CH:29][C:28]([N+:32]([O-:34])=[O:33])=[C:27]([CH:26]=1)[O:22][CH:19]1[CH2:20][CH2:21][CH:17]([OH:23])[CH2:18]1. The catalyst class is: 76. (3) Reactant: C([O:4][CH2:5][C:6]([CH3:45])([CH3:44])[CH2:7][N:8]1[C:14]2[CH:15]=[CH:16][C:17]([Cl:19])=[CH:18][C:13]=2[C@@H:12]([C:20]2[CH:25]=[CH:24][CH:23]=[C:22]([O:26][CH3:27])[C:21]=2[O:28][CH3:29])[O:11][C@H:10]([CH2:30][C:31]2[S:32][CH:33]=[C:34]([CH2:36][CH2:37][C:38]([O:40]CC)=[O:39])[N:35]=2)[C:9]1=[O:43])(=O)C.[OH-].[Na+].C(O)C.Cl. Product: [Cl:19][C:17]1[CH:16]=[CH:15][C:14]2[N:8]([CH2:7][C:6]([CH3:44])([CH3:45])[CH2:5][OH:4])[C:9](=[O:43])[C@@H:10]([CH2:30][C:31]3[S:32][CH:33]=[C:34]([CH2:36][CH2:37][C:38]([OH:40])=[O:39])[N:35]=3)[O:11][C@H:12]([C:20]3[CH:25]=[CH:24][CH:23]=[C:22]([O:26][CH3:27])[C:21]=3[O:28][CH3:29])[C:13]=2[CH:18]=1. The catalyst class is: 13. (4) Reactant: [Br:1][C:2]1[CH:7]=[CH:6][C:5]([S:8](Cl)(=[O:10])=[O:9])=[CH:4][CH:3]=1.[CH:12]1([NH2:18])[CH2:17][CH2:16][CH2:15][CH2:14][CH2:13]1.CCN(C(C)C)C(C)C.Cl. Product: [Br:1][C:2]1[CH:7]=[CH:6][C:5]([S:8]([NH:18][CH:12]2[CH2:17][CH2:16][CH2:15][CH2:14][CH2:13]2)(=[O:10])=[O:9])=[CH:4][CH:3]=1. The catalyst class is: 2. (5) Reactant: [Cl:1][C:2]1[CH:7]=[CH:6][C:5]([OH:8])=[CH:4][C:3]=1[CH:9]([CH3:28])[C:10]([C:16]1[CH:17]=[CH:18][C:19]2[O:24][CH2:23][C:22](=[O:25])[N:21]([CH3:26])[C:20]=2[CH:27]=1)([OH:15])[C:11]([F:14])([F:13])[F:12].C(N(CC)CC)C.[F:36][C:37]([F:50])([F:49])[S:38](O[S:38]([C:37]([F:50])([F:49])[F:36])(=[O:40])=[O:39])(=[O:40])=[O:39]. Product: [Cl:1][C:2]1[CH:7]=[CH:6][C:5]([O:8][S:38]([C:37]([F:50])([F:49])[F:36])(=[O:40])=[O:39])=[CH:4][C:3]=1[CH:9]([CH3:28])[C:10]([OH:15])([C:16]1[CH:17]=[CH:18][C:19]2[O:24][CH2:23][C:22](=[O:25])[N:21]([CH3:26])[C:20]=2[CH:27]=1)[C:11]([F:12])([F:13])[F:14]. The catalyst class is: 4.